This data is from Catalyst prediction with 721,799 reactions and 888 catalyst types from USPTO. The task is: Predict which catalyst facilitates the given reaction. (1) Product: [CH3:33][S:34]([O:25][C@H:21]([CH2:22][O:23][CH3:24])[CH2:20][N:13]([CH2:12][CH2:11][CH2:10][CH2:9][NH:5][C:6]([O:7][C:38]([CH3:39])([CH3:42])[CH3:26])=[O:8])[C:14]([NH:16][CH:17]([CH3:18])[CH3:19])=[O:15])(=[O:36])=[O:35]. The catalyst class is: 142. Reactant: CC([N:5]([CH2:9][CH2:10][CH2:11][CH2:12][N:13]([CH2:20][C@H:21]([OH:25])[CH2:22][O:23][CH3:24])[C:14]([NH:16][CH:17]([CH3:19])[CH3:18])=[O:15])[C:6](=[O:8])[O-:7])(C)C.[CH3:26]CN(CC)CC.[CH3:33][S:34](Cl)(=[O:36])=[O:35].[CH2:38]1[CH2:42]OC[CH2:39]1. (2) Reactant: Cl[C:2]1[C:3]([CH:8]2[CH2:11][N:10]([C:12]([O:14][C:15]([CH3:18])([CH3:17])[CH3:16])=[O:13])[CH2:9]2)=[N:4][CH:5]=[CH:6][N:7]=1.[CH3:19][CH:20]1[CH2:24][CH2:23][NH:22][CH2:21]1.CCN(CC)CC. Product: [C:15]([O:14][C:12]([N:10]1[CH2:11][CH:8]([C:3]2[C:2]([N:22]3[CH2:23][CH2:24][CH:20]([CH3:19])[CH2:21]3)=[N:7][CH:6]=[CH:5][N:4]=2)[CH2:9]1)=[O:13])([CH3:18])([CH3:17])[CH3:16]. The catalyst class is: 58. (3) Reactant: [Cl:1][C:2]1[CH:7]=[CH:6][C:5]([NH2:8])=[C:4]([CH:9]2OC(C)(C)C(C)(C)O2)[CH:3]=1.[F:18][C:19]([F:38])([F:37])[C:20]1[CH:21]=[C:22]([CH:34]=[CH:35][CH:36]=1)[CH2:23][NH:24][C:25](=[O:33])[C:26]1[CH:31]=C[N:29]=[C:28](Br)[CH:27]=1.C(=O)([O-])[O-].[Na+].[Na+]. Product: [F:18][C:19]([F:37])([F:38])[C:20]1[CH:21]=[C:22]([CH:34]=[CH:35][CH:36]=1)[CH2:23][NH:24][C:25](=[O:33])[C:26]1[CH:27]=[CH:28][N:29]=[C:9]([C:4]2[CH:3]=[C:2]([Cl:1])[CH:7]=[CH:6][C:5]=2[NH2:8])[CH:31]=1. The catalyst class is: 108. (4) Reactant: [OH:1][C:2]1[CH:16]=[CH:15][C:5]([CH2:6][NH:7][C:8](=[O:14])[O:9][C:10]([CH3:13])([CH3:12])[CH3:11])=[CH:4][C:3]=1[O:17][CH3:18].C(=O)([O-])[O-].[K+].[K+].Cl.Cl[CH2:27][C:28]1[CH:29]=[CH:30][C:31]([CH:34]([F:36])[F:35])=[N:32][CH:33]=1. Product: [F:35][CH:34]([F:36])[C:31]1[N:32]=[CH:33][C:28]([CH2:27][O:1][C:2]2[CH:16]=[CH:15][C:5]([CH2:6][NH:7][C:8](=[O:14])[O:9][C:10]([CH3:13])([CH3:12])[CH3:11])=[CH:4][C:3]=2[O:17][CH3:18])=[CH:29][CH:30]=1. The catalyst class is: 47. (5) Reactant: [CH3:1][O:2][C:3](=[O:11])[C:4]([C:9]#[N:10])=[CH:5][CH:6]([CH3:8])[CH3:7].[N+]([CH3:15])([O-])=O. Product: [CH3:1][O:2][C:3]([C:4]1([C:9]#[N:10])[CH2:15][CH:5]1[CH:6]([CH3:8])[CH3:7])=[O:11]. The catalyst class is: 10. (6) Reactant: [Si:1]([O:8][CH2:9][C:10]([C:12]1[CH:17]=[CH:16][CH:15]=[C:14]([F:18])[CH:13]=1)=O)([C:4]([CH3:7])([CH3:6])[CH3:5])([CH3:3])[CH3:2].[CH3:19][C:20]([S@:23]([NH2:25])=[O:24])([CH3:22])[CH3:21].[NH4+].[Cl-]. Product: [Si:1]([O:8][CH2:9]/[C:10](=[N:25]/[S@@:23]([C:20]([CH3:22])([CH3:21])[CH3:19])=[O:24])/[C:12]1[CH:17]=[CH:16][CH:15]=[C:14]([F:18])[CH:13]=1)([C:4]([CH3:7])([CH3:6])[CH3:5])([CH3:3])[CH3:2]. The catalyst class is: 1.